The task is: Predict the reactants needed to synthesize the given product.. This data is from Full USPTO retrosynthesis dataset with 1.9M reactions from patents (1976-2016). (1) Given the product [CH3:1][O:2][C:3](=[O:16])[C:4]1[CH:12]=[C:11]([N+:13]([O-:15])=[O:14])[CH:10]=[C:6]([C:7]([Cl:17])=[O:8])[CH:5]=1, predict the reactants needed to synthesize it. The reactants are: [CH3:1][O:2][C:3](=[O:16])[C:4]1[CH:12]=[C:11]([N+:13]([O-:15])=[O:14])[CH:10]=[C:6]([C:7](O)=[O:8])[CH:5]=1.[ClH:17]. (2) Given the product [NH2:1][C:2]1[C:3]([C:4]([C:20]2[CH:21]=[CH:22][C:17]([O:16][CH3:15])=[CH:18][CH:19]=2)=[O:5])=[CH:10][CH:11]=[C:12]([Cl:14])[N:13]=1, predict the reactants needed to synthesize it. The reactants are: [NH2:1][C:2]1[N:13]=[C:12]([Cl:14])[CH:11]=[CH:10][C:3]=1[C:4](N(OC)C)=[O:5].[CH3:15][O:16][C:17]1[CH:22]=[CH:21][C:20]([Li])=[CH:19][CH:18]=1.IC1C=CC(OC)=CC=1.